The task is: Predict the product of the given reaction.. This data is from Forward reaction prediction with 1.9M reactions from USPTO patents (1976-2016). (1) Given the reactants [CH3:1][N:2]([CH3:11])[S:3]([N:6]1[CH:10]=[CH:9][N:8]=[CH:7]1)(=[O:5])=[O:4].[Li]CCCC.[Cl:17][C:18]1[CH:23]=[C:22]([Cl:24])[CH:21]=[CH:20][C:19]=1[C:25]1[C:33]2[C:29](=[C:30]([CH:35]=[O:36])[N:31]([CH3:34])[N:32]=2)[CH:28]=[CH:27][CH:26]=1, predict the reaction product. The product is: [CH3:1][N:2]([CH3:11])[S:3]([N:6]1[CH:10]=[CH:9][N:8]=[C:7]1[CH:35]([C:30]1[N:31]([CH3:34])[N:32]=[C:33]2[C:29]=1[CH:28]=[CH:27][CH:26]=[C:25]2[C:19]1[CH:20]=[CH:21][C:22]([Cl:24])=[CH:23][C:18]=1[Cl:17])[OH:36])(=[O:4])=[O:5]. (2) Given the reactants [O:1]([C:8]1[CH:9]=[C:10]2[C:14](=[CH:15][CH:16]=1)[C:13](=O)[O:12][CH2:11]2)[C:2]1[CH:7]=[CH:6][CH:5]=[CH:4][CH:3]=1.B(O)(O)O.C1(P(=O)(C2C=CC=CC=2)C2C=CC=CC=2)C=CC=CC=1.S(Cl)([Cl:44])=O.[CH3:46][OH:47], predict the reaction product. The product is: [CH3:46][O:47][C:13](=[O:12])[C:14]1[CH:15]=[CH:16][C:8]([O:1][C:2]2[CH:7]=[CH:6][CH:5]=[CH:4][CH:3]=2)=[CH:9][C:10]=1[CH2:11][Cl:44]. (3) Given the reactants [C:1]([O:5][C:6]([NH:8][CH:9]([C:11]1[C:12]([O:33][CH3:34])=[C:13]([CH:19]2[CH2:22][N:21](C(OCC3C=CC=CC=3)=O)[CH2:20]2)[C:14]([CH3:18])=[C:15]([Cl:17])[CH:16]=1)[CH3:10])=[O:7])([CH3:4])([CH3:3])[CH3:2].Cl.O, predict the reaction product. The product is: [NH:21]1[CH2:22][CH:19]([C:13]2[C:12]([O:33][CH3:34])=[C:11]([CH:9]([NH:8][C:6](=[O:7])[O:5][C:1]([CH3:2])([CH3:3])[CH3:4])[CH3:10])[CH:16]=[C:15]([Cl:17])[C:14]=2[CH3:18])[CH2:20]1. (4) Given the reactants CS(O[CH2:6][CH:7]1[CH2:12][N:11]([S:13]([C:16]2[S:17][CH:18]=[CH:19][CH:20]=2)(=[O:15])=[O:14])[CH2:10][CH2:9][N:8]1[C:21]1[CH:26]=[CH:25][C:24]([C:27]([OH:33])([CH3:32])[C:28]([F:31])([F:30])[F:29])=[CH:23][CH:22]=1)(=O)=O.[CH3:34][C@H:35]1[CH2:40][O:39][CH2:38][CH2:37][NH:36]1.C(=O)([O-])[O-].[K+].[K+], predict the reaction product. The product is: [F:30][C:28]([F:29])([F:31])[C:27]([C:24]1[CH:25]=[CH:26][C:21]([N:8]2[CH2:9][CH2:10][N:11]([S:13]([C:16]3[S:17][CH:18]=[CH:19][CH:20]=3)(=[O:14])=[O:15])[CH2:12][CH:7]2[CH2:6][N:36]2[CH2:37][CH2:38][O:39][CH2:40][C@@H:35]2[CH3:34])=[CH:22][CH:23]=1)([OH:33])[CH3:32]. (5) Given the reactants Cl.[C:2]1([C:8](=[O:19])[CH2:9][C:10]2[NH:14][C:13]3[CH2:15][CH2:16][CH2:17][CH2:18][C:12]=3[N:11]=2)[CH:7]=[CH:6][CH:5]=[CH:4][CH:3]=1.C[O-].[Na+].[C:23](OC)(=[O:26])[C:24]#[CH:25], predict the reaction product. The product is: [C:8]([C:9]1[CH:25]=[CH:24][C:23](=[O:26])[N:11]2[C:12]3[CH2:18][CH2:17][CH2:16][CH2:15][C:13]=3[NH:14][C:10]=12)(=[O:19])[C:2]1[CH:7]=[CH:6][CH:5]=[CH:4][CH:3]=1. (6) Given the reactants Br[C:2]1[CH:11]=[CH:10][C:5]([C:6]([O:8][CH3:9])=[O:7])=[CH:4][C:3]=1[O:12][CH3:13].C(=O)([O-])[O-].[Cs+].[Cs+].[C:20]1([CH3:28])[CH:25]=[CH:24][C:23]([C:26]#[CH:27])=[CH:22][CH:21]=1, predict the reaction product. The product is: [CH3:13][O:12][C:3]1[CH:4]=[C:5]([CH:10]=[CH:11][C:2]=1[C:27]#[C:26][C:23]1[CH:24]=[CH:25][C:20]([CH3:28])=[CH:21][CH:22]=1)[C:6]([O:8][CH3:9])=[O:7].